Dataset: Forward reaction prediction with 1.9M reactions from USPTO patents (1976-2016). Task: Predict the product of the given reaction. (1) Given the reactants [Br:1][C:2]1[CH:7]=[C:6]([Cl:8])[CH:5]=[C:4]([NH2:9])[C:3]=1[NH2:10].[C:11]([O-])([O-])=O.[Na+].[Na+], predict the reaction product. The product is: [Br:1][C:2]1[C:3]2[N:10]=[CH:11][NH:9][C:4]=2[CH:5]=[C:6]([Cl:8])[CH:7]=1. (2) Given the reactants Cl[C:2]1[CH:7]=[C:6]([C:8]2[CH:13]=[CH:12][CH:11]=[C:10]([F:14])[C:9]=2[F:15])[N:5]=[CH:4][N:3]=1.[CH2:16]([OH:21])[C:17]#[C:18][CH2:19][CH3:20].[H-].[Na+].O, predict the reaction product. The product is: [F:15][C:9]1[C:10]([F:14])=[CH:11][CH:12]=[CH:13][C:8]=1[C:6]1[CH:7]=[C:2]([O:21][CH2:16][C:17]#[C:18][CH2:19][CH3:20])[N:3]=[CH:4][N:5]=1. (3) The product is: [F:1][C:2]1[C:11]2[C:6](=[CH:7][CH:8]=[CH:9][CH:10]=2)[C:5]([O:12][S:13]([C:16]([F:19])([F:17])[F:18])(=[O:14])=[O:15])=[C:4]([C:20](=[O:26])[C:21]([O:23][CH2:24][CH3:25])=[O:22])[C:3]=1[CH3:27]. Given the reactants [F:1][C:2]1[C:11]2[C:6](=[CH:7][CH:8]=[CH:9][CH:10]=2)[C:5]([O:12][S:13]([C:16]([F:19])([F:18])[F:17])(=[O:15])=[O:14])=[C:4]([CH:20]([OH:26])[C:21]([O:23][CH2:24][CH3:25])=[O:22])[C:3]=1[CH3:27].CC(OI1(OC(C)=O)(OC(C)=O)OC(=O)C2C=CC=CC1=2)=O.[O-]S([O-])(=S)=O.[Na+].[Na+], predict the reaction product. (4) The product is: [OH:18][CH:19]1[CH2:24][CH2:23][N:22]([C:9]([O:11][C:12]([CH3:13])([CH3:14])[CH3:15])=[O:10])[CH2:21][CH2:20]1. Given the reactants [C:9](O[C:9]([O:11][C:12]([CH3:15])([CH3:14])[CH3:13])=[O:10])([O:11][C:12]([CH3:15])([CH3:14])[CH3:13])=[O:10].[OH-].[Na+].[OH:18][CH:19]1[CH2:24][CH2:23][NH:22][CH2:21][CH2:20]1, predict the reaction product. (5) Given the reactants Br[C:2]1[S:3][C:4]([CH3:25])=[C:5]([CH2:7][CH2:8][O:9][C:10]2[CH:11]=[C:12]3[C:16](=[CH:17][CH:18]=2)[C@H:15]([CH2:19][C:20]([O:22]CC)=[O:21])[CH2:14][CH2:13]3)[N:6]=1.[CH3:26][CH2:27]O.[Li+].[OH-], predict the reaction product. The product is: [CH:10]([C:26]1[CH:27]=[CH:7][C:5]([C:2]2[S:3][C:4]([CH3:25])=[C:5]([CH2:7][CH2:8][O:9][C:10]3[CH:11]=[C:12]4[C:16](=[CH:17][CH:18]=3)[C@H:15]([CH2:19][C:20]([OH:22])=[O:21])[CH2:14][CH2:13]4)[N:6]=2)=[CH:4][CH:25]=1)([CH3:11])[CH3:18]. (6) Given the reactants [CH3:1][O:2][C:3]1[CH:12]=[CH:11][C:6]2[N:7]=[C:8]([NH2:10])[S:9][C:5]=2[CH:4]=1.C(N(CC)CC)C.[CH2:20]([N:22]=[C:23]=[O:24])[CH3:21], predict the reaction product. The product is: [CH2:20]([NH:22][C:23]([NH:10][C:8]1[S:9][C:5]2[CH:4]=[C:3]([O:2][CH3:1])[CH:12]=[CH:11][C:6]=2[N:7]=1)=[O:24])[CH3:21].